Dataset: Orexin1 receptor HTS with 218,158 compounds and 233 confirmed actives. Task: Binary Classification. Given a drug SMILES string, predict its activity (active/inactive) in a high-throughput screening assay against a specified biological target. The molecule is S(=O)(=O)(c1c2c(n(c1)C)cccc2)CC(=O)Nc1c(cc(cc1)C)C. The result is 0 (inactive).